From a dataset of NCI-60 drug combinations with 297,098 pairs across 59 cell lines. Regression. Given two drug SMILES strings and cell line genomic features, predict the synergy score measuring deviation from expected non-interaction effect. (1) Drug 1: CC1OCC2C(O1)C(C(C(O2)OC3C4COC(=O)C4C(C5=CC6=C(C=C35)OCO6)C7=CC(=C(C(=C7)OC)O)OC)O)O. Drug 2: C(CC(=O)O)C(=O)CN.Cl. Cell line: UACC-257. Synergy scores: CSS=1.03, Synergy_ZIP=-3.55, Synergy_Bliss=-6.01, Synergy_Loewe=-7.24, Synergy_HSA=-4.97. (2) Drug 1: C1CC(=O)NC(=O)C1N2CC3=C(C2=O)C=CC=C3N. Drug 2: CN(CC1=CN=C2C(=N1)C(=NC(=N2)N)N)C3=CC=C(C=C3)C(=O)NC(CCC(=O)O)C(=O)O. Cell line: CCRF-CEM. Synergy scores: CSS=47.7, Synergy_ZIP=-2.08, Synergy_Bliss=-3.20, Synergy_Loewe=-14.1, Synergy_HSA=-0.223. (3) Drug 1: CC1C(C(=O)NC(C(=O)N2CCCC2C(=O)N(CC(=O)N(C(C(=O)O1)C(C)C)C)C)C(C)C)NC(=O)C3=C4C(=C(C=C3)C)OC5=C(C(=O)C(=C(C5=N4)C(=O)NC6C(OC(=O)C(N(C(=O)CN(C(=O)C7CCCN7C(=O)C(NC6=O)C(C)C)C)C)C(C)C)C)N)C. Drug 2: COC1=NC(=NC2=C1N=CN2C3C(C(C(O3)CO)O)O)N. Cell line: T-47D. Synergy scores: CSS=-1.27, Synergy_ZIP=2.95, Synergy_Bliss=3.59, Synergy_Loewe=-2.79, Synergy_HSA=-2.37. (4) Drug 1: CC(C)(C#N)C1=CC(=CC(=C1)CN2C=NC=N2)C(C)(C)C#N. Drug 2: CN(CCCl)CCCl.Cl. Cell line: TK-10. Synergy scores: CSS=17.8, Synergy_ZIP=-3.81, Synergy_Bliss=1.83, Synergy_Loewe=-0.365, Synergy_HSA=-0.261.